The task is: Predict the reaction yield, written as a fraction of the theoretical maximum amount of product (1.0 means a 100% yield; for example, 0.34 means a 34% yield).. This data is from Reaction yield outcomes from USPTO patents with 853,638 reactions. The reactants are [O:1]1[C:6]2[CH:7]=[CH:8][C:9]([NH:11][CH:12]=O)=[CH:10][C:5]=2[O:4][CH2:3][CH2:2]1.[H-].[Na+].FC1[CH:22]=[CH:21][CH:20]=[C:19]([N:23]2[CH:27]=[CH:26][CH:25]=[N:24]2)[N:18]=1.O. The catalyst is CN(C)C=O.C(OCC)(=O)C.CCCCCCC. The product is [O:1]1[C:6]2[CH:7]=[CH:8][C:9]([NH:11][C:12]3[CH:22]=[CH:21][CH:20]=[C:19]([N:23]4[CH:27]=[CH:26][CH:25]=[N:24]4)[N:18]=3)=[CH:10][C:5]=2[O:4][CH2:3][CH2:2]1. The yield is 0.610.